This data is from Forward reaction prediction with 1.9M reactions from USPTO patents (1976-2016). The task is: Predict the product of the given reaction. (1) Given the reactants [NH:1]1[CH2:6][CH2:5][CH:4]([CH2:7][C:8]([OH:10])=[O:9])[CH2:3][CH2:2]1.[OH-].[Na+].[C:13](Cl)(=[O:24])[O:14][CH2:15][C:16]1[CH:21]=[C:20]([Cl:22])[CH:19]=[C:18]([Cl:23])[CH:17]=1.Cl, predict the reaction product. The product is: [Cl:22][C:20]1[CH:21]=[C:16]([CH:17]=[C:18]([Cl:23])[CH:19]=1)[CH2:15][O:14][C:13]([N:1]1[CH2:6][CH2:5][CH:4]([CH2:7][C:8]([OH:10])=[O:9])[CH2:3][CH2:2]1)=[O:24]. (2) The product is: [F:15][C:2]([F:1])([F:16])[C:3]([NH:5][C:6]1[N:7]=[C:8]2[CH2:13][NH:12][CH2:11][CH2:10][N:9]2[CH:14]=1)=[O:4]. Given the reactants [F:1][C:2]([F:16])([F:15])[C:3]([NH:5][C:6]1[N:7]=[C:8]2[CH:13]=[N:12][CH:11]=[CH:10][N:9]2[CH:14]=1)=[O:4], predict the reaction product. (3) Given the reactants [O:1]1[C:5]2[CH:6]=[CH:7][CH:8]=[CH:9][C:4]=2[CH:3]=[C:2]1[C:10](=[O:12])[CH3:11].[Br-:13].[Br-].[Br-].[NH+]1C=CC=CC=1.[NH+]1C=CC=CC=1.[NH+]1C=CC=CC=1, predict the reaction product. The product is: [O:1]1[C:5]2[CH:6]=[CH:7][CH:8]=[CH:9][C:4]=2[CH:3]=[C:2]1[C:10](=[O:12])[CH2:11][Br:13]. (4) Given the reactants [F:1][C:2]([F:25])([F:24])/[CH:3]=[CH:4]/[C:5]1[CH:22]=[CH:21][C:8]([C:9]([NH:11][C:12]2[CH:20]=[C:19]3[C:15]([CH2:16][CH2:17][NH:18]3)=[CH:14][CH:13]=2)=[O:10])=[C:7]([CH3:23])[CH:6]=1.C(N(CC)C(C)C)(C)C.[C:35](Cl)(=[O:38])[CH2:36][CH3:37], predict the reaction product. The product is: [CH3:23][C:7]1[CH:6]=[C:5](/[CH:4]=[CH:3]/[C:2]([F:1])([F:24])[F:25])[CH:22]=[CH:21][C:8]=1[C:9]([NH:11][C:12]1[CH:20]=[C:19]2[C:15]([CH2:16][CH2:17][N:18]2[C:35](=[O:38])[CH2:36][CH3:37])=[CH:14][CH:13]=1)=[O:10]. (5) Given the reactants [C:1]12([C:11]3[CH:12]=[C:13]([S:19][C:20]4[CH:21]=[C:22]([CH2:26][C:27]([O:29]C)=[O:28])[CH:23]=[CH:24][CH:25]=4)[CH:14]=[CH:15][C:16]=3[O:17][CH3:18])[CH2:10][CH:5]3[CH2:6][CH:7]([CH2:9][CH:3]([CH2:4]3)[CH2:2]1)[CH2:8]2.C12(C3C=C(SC4C=C(CC(OCCCC)=O)C=CC=4)C=CC=3OC)CC3CC(CC(C3)C1)C2, predict the reaction product. The product is: [C:1]12([C:11]3[CH:12]=[C:13]([S:19][C:20]4[CH:21]=[C:22]([CH2:26][C:27]([OH:29])=[O:28])[CH:23]=[CH:24][CH:25]=4)[CH:14]=[CH:15][C:16]=3[O:17][CH3:18])[CH2:2][CH:3]3[CH2:4][CH:5]([CH2:6][CH:7]([CH2:9]3)[CH2:8]1)[CH2:10]2.